This data is from Forward reaction prediction with 1.9M reactions from USPTO patents (1976-2016). The task is: Predict the product of the given reaction. (1) Given the reactants [C:1]([N:9]1[C:14](=[O:15])[C:13](I)=[CH:12][N:11]([CH2:17][CH2:18][CH2:19][CH2:20][Cl:21])[C:10]1=[O:22])(=[O:8])[C:2]1[CH:7]=[CH:6][CH:5]=[CH:4][CH:3]=1.[CH3:23][C:24]1[C:29](B(O)O)=[CH:28][CH:27]=[CH:26][N:25]=1.C([O-])([O-])=O.[Na+].[Na+].C1(P(C2CCCCC2)C2C=CC=CC=2C2C=CC=CC=2)CCCCC1, predict the reaction product. The product is: [C:1]([N:9]1[C:14](=[O:15])[C:13]([C:29]2[C:24]([CH3:23])=[N:25][CH:26]=[CH:27][CH:28]=2)=[CH:12][N:11]([CH2:17][CH2:18][CH2:19][CH2:20][Cl:21])[C:10]1=[O:22])(=[O:8])[C:2]1[CH:7]=[CH:6][CH:5]=[CH:4][CH:3]=1. (2) Given the reactants [NH:1]1[C:9]2[C:4](=[CH:5][CH:6]=[CH:7][CH:8]=2)[C:3]([CH2:10][CH2:11][C:12]([OH:14])=[O:13])=[CH:2]1.C(=O)([O-])[O-].[Cs+].[Cs+].Cl[CH2:22][C:23]#[N:24].[I-].[K+], predict the reaction product. The product is: [C:23]([CH2:22][O:13][C:12](=[O:14])[CH2:11][CH2:10][C:3]1[C:4]2[C:9](=[CH:8][CH:7]=[CH:6][CH:5]=2)[NH:1][CH:2]=1)#[N:24]. (3) Given the reactants [CH3:1][C:2]1[CH:3]=[CH:4][C:5]([C:8]([OH:10])=[O:9])=[CH:6][CH:7]=1.ON1C(=O)N(O)C(=O)N(O)C1=O.C[C:24]1[CH:25]=[CH:26][CH:27]=[CH:28][C:29]=1[C:30]([OH:32])=[O:31].O=O, predict the reaction product. The product is: [C:30]([OH:32])(=[O:31])[C:29]1[CH:24]=[CH:25][C:26]([C:8]([OH:10])=[O:9])=[CH:27][CH:28]=1.[CH3:1][C:2]1[CH:3]=[CH:4][C:5]([C:8]([OH:10])=[O:9])=[CH:6][CH:7]=1. (4) Given the reactants [CH3:1][C:2]1[NH:3][C:4]2[C:5](=[O:14])[CH2:6][CH2:7][CH2:8][C:9]=2[C:10]=1[C:11]([OH:13])=O.[CH3:15][N:16]1[CH2:21][CH2:20][N:19]([CH2:22][CH2:23][CH2:24][NH2:25])[CH2:18][CH2:17]1, predict the reaction product. The product is: [CH3:1][C:2]1[NH:3][C:4]2[C:5](=[O:14])[CH2:6][CH2:7][CH2:8][C:9]=2[C:10]=1[C:11]([NH:25][CH2:24][CH2:23][CH2:22][N:19]1[CH2:18][CH2:17][N:16]([CH3:15])[CH2:21][CH2:20]1)=[O:13]. (5) Given the reactants [Cl:1][Si:2]([Cl:14])([Cl:13])[C:3]1[CH:8]=[CH:7][C:6]([Si:9](Cl)([Cl:11])[Cl:10])=[CH:5][CH:4]=1.C[SiH](Cl)Cl, predict the reaction product. The product is: [Cl:11][SiH:9]([Cl:10])[C:6]1[CH:7]=[CH:8][C:3]([Si:2]([Cl:14])([Cl:1])[Cl:13])=[CH:4][CH:5]=1. (6) Given the reactants [Cl:1][C:2]1[CH:11]=[CH:10][CH:9]=[C:8]2[C:3]=1[C:4](=[O:12])[NH:5][CH:6]=[N:7]2.[N+:13]([O-])([OH:15])=[O:14], predict the reaction product. The product is: [Cl:1][C:2]1[C:11]([N+:13]([O-:15])=[O:14])=[CH:10][CH:9]=[C:8]2[C:3]=1[C:4](=[O:12])[NH:5][CH:6]=[N:7]2.